Dataset: Full USPTO retrosynthesis dataset with 1.9M reactions from patents (1976-2016). Task: Predict the reactants needed to synthesize the given product. (1) The reactants are: [CH3:1][O:2][C:3]([C:5]1[CH:14]=[C:13](OS(C(F)(F)F)(=O)=O)[C:12]2[C:7](=[C:8]([N+:23]([O-])=O)[CH:9]=[CH:10][CH:11]=2)[N:6]=1)=[O:4].[C:26]1(C#C)[CH:31]=[CH:30][CH:29]=[CH:28][CH:27]=1.C#CCCCC. Given the product [CH3:1][O:2][C:3]([C:5]1[CH:14]=[C:13]([C:31]#[C:26][CH2:27][CH2:28][CH2:29][CH3:30])[C:12]2[C:7](=[C:8]([NH2:23])[CH:9]=[CH:10][CH:11]=2)[N:6]=1)=[O:4], predict the reactants needed to synthesize it. (2) Given the product [Br:11][C:12]1[CH:13]=[CH:14][C:15](=[O:18])[N:16]([CH:2]([CH3:8])[C:3]([O:5][CH2:6][CH3:7])=[O:4])[CH:17]=1, predict the reactants needed to synthesize it. The reactants are: Br[CH:2]([CH3:8])[C:3]([O:5][CH2:6][CH3:7])=[O:4].[I-].[Na+].[Br:11][C:12]1[CH:13]=[CH:14][C:15](=[O:18])[NH:16][CH:17]=1.CC([O-])(C)C.[K+].C([O-])([O-])=O.[K+].[K+].IC(C)C(OCC)=O. (3) Given the product [Br:24][CH2:11][C:7]1[CH:6]=[C:5]2[C:10]([C:2]([Cl:1])=[CH:3][N:4]2[S:13]([C:16]2[CH:21]=[CH:20][C:30]([CH3:31])=[CH:18][CH:17]=2)(=[O:15])=[O:14])=[CH:9][CH:8]=1, predict the reactants needed to synthesize it. The reactants are: [Cl:1][C:2]1[C:10]2[C:5](=[CH:6][C:7]([CH2:11]O)=[CH:8][CH:9]=2)[N:4]([S:13]([C:16]2(C)[CH:21]=[CH:20]C=[CH:18][CH2:17]2)(=[O:15])=[O:14])[CH:3]=1.P(Br)(Br)[Br:24].CCO[CH2:30][CH3:31]. (4) Given the product [F:13][C:14]1[CH:20]=[CH:19][CH:18]=[CH:17][C:15]=1[NH:16][C:22]1[CH:30]=[C:29]([F:31])[C:28]([F:32])=[CH:27][C:23]=1[C:24]([OH:26])=[O:25], predict the reactants needed to synthesize it. The reactants are: [Li]CCCC.C(NC(C)C)(C)C.[F:13][C:14]1[CH:20]=[CH:19][CH:18]=[CH:17][C:15]=1[NH2:16].F[C:22]1[CH:30]=[C:29]([F:31])[C:28]([F:32])=[CH:27][C:23]=1[C:24]([OH:26])=[O:25]. (5) Given the product [Cl:1][C:2]1[CH:3]=[C:4]2[C:8](=[CH:9][CH:10]=1)[N:7]([CH:33]=[C:34]([C:36]1[CH:41]=[CH:40][C:39]([Cl:42])=[CH:38][CH:37]=1)[CH3:35])[C:6]1[CH2:11][N:12]([CH3:15])[CH2:13][CH2:14][C:5]2=1, predict the reactants needed to synthesize it. The reactants are: [Cl:1][C:2]1[CH:3]=[C:4]2[C:8](=[CH:9][CH:10]=1)[NH:7][C:6]1[CH2:11][N:12]([CH3:15])[CH2:13][CH2:14][C:5]2=1.N1CCC[C@H]1C(O)=O.[O-]P([O-])([O-])=O.[K+].[K+].[K+].Br[CH:33]=[C:34]([C:36]1[CH:41]=[CH:40][C:39]([Cl:42])=[CH:38][CH:37]=1)[CH3:35]. (6) Given the product [CH3:19][O:18][C:16]([C@H:14]1[CH2:15][C@@H:13]1[C:11]([C:4]1[CH:3]=[C:2]([Cl:1])[C:10]2[O:9][CH:8]=[CH:7][C:6]=2[CH:5]=1)=[O:12])=[O:17], predict the reactants needed to synthesize it. The reactants are: [Cl:1][C:2]1[C:10]2[O:9][CH2:8][CH2:7][C:6]=2[CH:5]=[C:4]([C:11]([C@H:13]2[CH2:15][C@@H:14]2[C:16]([O:18][CH3:19])=[O:17])=[O:12])[CH:3]=1.C(C1C(=O)C(Cl)=C(Cl)C(=O)C=1C#N)#N. (7) The reactants are: [CH:1](=O)[CH:2]([CH3:4])[CH3:3].[NH2:6][C:7]1[CH:12]=[CH:11][CH:10]=[CH:9][CH:8]=1.C(#N)C.C(=O)=O.P(O)(O[C:29]1[CH:34]=[CH:33][CH:32]=[CH:31][CH:30]=1)(O[C:29]1[CH:34]=[CH:33][CH:32]=[CH:31][CH:30]=1)=O.[CH:36](/[NH:39][C:40](=[O:49])[O:41][CH2:42]C1C=CC=CC=1)=[CH:37]\[CH3:38]. Given the product [CH:2]([C@H:1]1[C@H:37]([CH3:38])[C@@H:36]([NH:39][C:40](=[O:49])[O:41][CH2:42][C:29]2[CH:30]=[CH:31][CH:32]=[CH:33][CH:34]=2)[C:12]2[C:7](=[CH:8][CH:9]=[CH:10][CH:11]=2)[NH:6]1)([CH3:4])[CH3:3], predict the reactants needed to synthesize it. (8) Given the product [Cl:1][C:2]1[CH:3]=[N:4][CH:5]=[C:6]([Cl:26])[C:7]=1[NH:8][C:9]([C:11]1[C:12]2[N:13]([N:19]=[C:20]([C:22]([F:23])([F:25])[F:24])[CH:21]=2)[C:14]([CH:17]=[O:18])=[CH:15][CH:16]=1)=[O:10], predict the reactants needed to synthesize it. The reactants are: [Cl:1][C:2]1[CH:3]=[N:4][CH:5]=[C:6]([Cl:26])[C:7]=1[NH:8][C:9]([C:11]1[C:12]2[N:13]([N:19]=[C:20]([C:22]([F:25])([F:24])[F:23])[CH:21]=2)[C:14]([CH2:17][OH:18])=[CH:15][CH:16]=1)=[O:10].C(N(CC)CC)C. (9) Given the product [Br:5][CH2:6][C@:7]([OH:12])([CH3:11])[C:8]([NH:20][C:21]1[CH:22]=[CH:23][C:24]([C:31]#[N:32])=[C:25]([C:27]([F:28])([F:29])[F:30])[CH:26]=1)=[O:9], predict the reactants needed to synthesize it. The reactants are: S(Cl)(Cl)=O.[Br:5][CH2:6][C@:7]([OH:12])([CH3:11])[C:8](O)=[O:9].CCN(CC)CC.[NH2:20][C:21]1[CH:22]=[CH:23][C:24]([C:31]#[N:32])=[C:25]([C:27]([F:30])([F:29])[F:28])[CH:26]=1.